The task is: Predict which catalyst facilitates the given reaction.. This data is from Catalyst prediction with 721,799 reactions and 888 catalyst types from USPTO. (1) Reactant: [NH2:1][CH2:2][C:3]1[CH:4]=[C:5]([C:9]2[N:10]([CH3:21])[C:11]3[C:16]([C:17]=2[C:18]#[N:19])=[CH:15][CH:14]=[C:13]([Cl:20])[CH:12]=3)[CH:6]=[N:7][CH:8]=1.[O:22]=[C:23]1[C:31]2[C:26](=[CH:27][CH:28]=[CH:29][CH:30]=2)[C:25](=[O:32])[N:24]1[CH2:33][CH2:34][S:35](Cl)(=[O:37])=[O:36].C(N(CC)CC)C. Product: [Cl:20][C:13]1[CH:12]=[C:11]2[C:16]([C:17]([C:18]#[N:19])=[C:9]([C:5]3[CH:4]=[C:3]([CH2:2][NH:1][S:35]([CH2:34][CH2:33][N:24]4[C:23](=[O:22])[C:31]5[C:26](=[CH:27][CH:28]=[CH:29][CH:30]=5)[C:25]4=[O:32])(=[O:36])=[O:37])[CH:8]=[N:7][CH:6]=3)[N:10]2[CH3:21])=[CH:15][CH:14]=1. The catalyst class is: 4. (2) Reactant: [OH:1][CH2:2][C@@H:3]([NH:8][C:9]([C:11]1[C:19]2[C:14](=[N:15][CH:16]=[C:17]([C:20]3[C:28]4[C:23](=[CH:24][C:25]([F:29])=[CH:26][CH:27]=4)[N:22]([CH3:30])[N:21]=3)[N:18]=2)[N:13]([CH2:31][O:32][CH2:33][CH2:34][Si:35]([CH3:38])([CH3:37])[CH3:36])[CH:12]=1)=[O:10])[CH2:4][CH:5]([CH3:7])[CH3:6].[OH-].[K+].[CH2:41]1OCCOCCOCCOCCOCCOC1.IC. Product: [CH3:41][O:1][CH2:2][C@@H:3]([NH:8][C:9]([C:11]1[C:19]2[C:14](=[N:15][CH:16]=[C:17]([C:20]3[C:28]4[C:23](=[CH:24][C:25]([F:29])=[CH:26][CH:27]=4)[N:22]([CH3:30])[N:21]=3)[N:18]=2)[N:13]([CH2:31][O:32][CH2:33][CH2:34][Si:35]([CH3:38])([CH3:37])[CH3:36])[CH:12]=1)=[O:10])[CH2:4][CH:5]([CH3:7])[CH3:6]. The catalyst class is: 1. (3) Reactant: [N:1]1([CH2:6][CH2:7]O)[CH:5]=[CH:4][CH:3]=[N:2]1.[C:9]1(=[O:19])[NH:13][C:12](=[O:14])[C:11]2=[CH:15][CH:16]=[CH:17][CH:18]=[C:10]12.C1(P(C2C=CC=CC=2)C2C=CC=CC=2)C=CC=CC=1.N(C(OC(C)C)=O)=NC(OC(C)C)=O. Product: [C:9]1(=[O:19])[N:13]([CH2:7][CH2:6][N:1]2[CH:5]=[CH:4][CH:3]=[N:2]2)[C:12](=[O:14])[C:11]2=[CH:15][CH:16]=[CH:17][CH:18]=[C:10]12. The catalyst class is: 7. (4) Reactant: [Br:1][C:2]1[C:3]([F:16])=[C:4]([C:9]([CH3:15])=[C:10]([N+:12]([O-])=O)[CH:11]=1)[C:5]([O:7][CH3:8])=[O:6].[Cl-].[NH4+].O. Product: [NH2:12][C:10]1[C:9]([CH3:15])=[C:4]([C:3]([F:16])=[C:2]([Br:1])[CH:11]=1)[C:5]([O:7][CH3:8])=[O:6]. The catalyst class is: 415. (5) Reactant: [CH3:1][C@:2]12[C:9]([CH3:11])([CH3:10])[CH:6]([CH2:7][CH2:8]1)[C:5](=[O:12])[N:4]([CH3:13])[C:3]2=[O:14].N[C@H](C(O)=O)C[SeH].[Li]CCCC.C1CCCCC1.[C:33](=[O:35])=[O:34]. Product: [CH3:13][N:4]1[C:3](=[O:14])[C@@:2]2([CH3:1])[C:9]([CH3:10])([CH3:11])[C@:6]([C:33]([OH:35])=[O:34])([CH2:7][CH2:8]2)[C:5]1=[O:12]. The catalyst class is: 1. (6) Reactant: O.[NH2:2][C:3]1[CH:8]=[CH:7][CH:6]=[CH:5][C:4]=1[OH:9].[OH:10][C:11]1[CH:19]=[CH:18][C:14]([C:15](O)=O)=[CH:13][CH:12]=1.B(O)(O)O. Product: [O:9]1[C:4]2[CH:5]=[CH:6][CH:7]=[CH:8][C:3]=2[N:2]=[C:15]1[C:14]1[CH:18]=[CH:19][C:11]([OH:10])=[CH:12][CH:13]=1. The catalyst class is: 262. (7) Reactant: [C:1]([N:4]1[C:13]2[C:8](=[CH:9][C:10]([C:14]3[CH:19]=[CH:18][C:17]([CH:20]=O)=[CH:16][CH:15]=3)=[CH:11][CH:12]=2)[C@H:7]([NH:22][C:23](=[O:28])[O:24][CH:25]([CH3:27])[CH3:26])[CH2:6][C@@H:5]1[CH3:29])(=[O:3])[CH3:2].[CH3:30][NH2:31].C1COCC1.[BH4-].[Na+]. Product: [C:1]([N:4]1[C:13]2[C:8](=[CH:9][C:10]([C:14]3[CH:19]=[CH:18][C:17]([CH2:20][NH:31][CH3:30])=[CH:16][CH:15]=3)=[CH:11][CH:12]=2)[C@H:7]([NH:22][C:23](=[O:28])[O:24][CH:25]([CH3:27])[CH3:26])[CH2:6][C@@H:5]1[CH3:29])(=[O:3])[CH3:2]. The catalyst class is: 5. (8) Reactant: C(O[C:6](=O)[N:7]([CH2:9][C:10]1[CH:14]=[C:13]([S:15][C:16]2[CH:17]=[N:18][C:19]([Cl:22])=[CH:20][CH:21]=2)[N:12]([C:23]2[CH:28]=[CH:27][CH:26]=[CH:25][C:24]=2[Cl:29])[N:11]=1)C)(C)(C)C.C(OCC)(=O)C.Cl. Product: [ClH:22].[Cl:29][C:24]1[CH:25]=[CH:26][CH:27]=[CH:28][C:23]=1[N:12]1[C:13]([S:15][C:16]2[CH:17]=[N:18][C:19]([Cl:22])=[CH:20][CH:21]=2)=[CH:14][C:10]([CH2:9][NH:7][CH3:6])=[N:11]1. The catalyst class is: 370. (9) Reactant: [NH2:1][C:2]1[N:7]([CH2:8][CH3:9])[C:6](=[O:10])[NH:5][C:4](=[O:11])[CH:3]=1.CO[CH:14](OC)[N:15]([CH3:17])[CH3:16]. Product: [CH3:14][N:15]([CH3:17])[CH:16]=[N:1][C:2]1[N:7]([CH2:8][CH3:9])[C:6](=[O:10])[NH:5][C:4](=[O:11])[CH:3]=1. The catalyst class is: 80. (10) Reactant: [F:1][C:2]1[CH:3]=[CH:4][C:5]2[S:9][C:8]([S:10][CH3:11])=[N:7][C:6]=2[CH:12]=1.C1C=C(Cl)C=C(C(OO)=[O:21])C=1. Product: [F:1][C:2]1[CH:3]=[CH:4][C:5]2[S:9][C:8]([S:10]([CH3:11])=[O:21])=[N:7][C:6]=2[CH:12]=1. The catalyst class is: 2.